From a dataset of Full USPTO retrosynthesis dataset with 1.9M reactions from patents (1976-2016). Predict the reactants needed to synthesize the given product. Given the product [CH3:37][C:23]1[CH:22]=[C:21]([C:19]([N:10]2[C:11]3[CH:18]=[CH:17][CH:16]=[CH:15][C:12]=3[CH2:13][N:14]3[C:5]([C:3]([OH:45])=[O:4])=[CH:6][CH:7]=[C:8]3[CH2:9]2)=[O:20])[CH:26]=[CH:25][C:24]=1[C:27]1[CH:32]=[CH:31][CH:30]=[CH:29][C:28]=1[C:33]([F:34])([F:36])[F:35], predict the reactants needed to synthesize it. The reactants are: ClC(Cl)(Cl)[C:3]([C:5]1[N:14]2[C:8]([CH2:9][N:10]([C:19]([C:21]3[CH:26]=[CH:25][C:24]([C:27]4[CH:32]=[CH:31][CH:30]=[CH:29][C:28]=4[C:33]([F:36])([F:35])[F:34])=[C:23]([CH3:37])[CH:22]=3)=[O:20])[C:11]3[CH:18]=[CH:17][CH:16]=[CH:15][C:12]=3[CH2:13]2)=[CH:7][CH:6]=1)=[O:4].[OH-].[Na+].Cl.C([O:45]CC)C.CCCCCC.